Dataset: Full USPTO retrosynthesis dataset with 1.9M reactions from patents (1976-2016). Task: Predict the reactants needed to synthesize the given product. (1) Given the product [O:22]1[C:27]2[CH:28]=[CH:29][CH:30]=[CH:31][C:26]=2[O:25][CH2:24][CH:23]1[CH2:32][N:33]1[CH2:38][CH2:37][CH2:36][C:35]([C:40]([O:43][CH3:2])([CH3:42])[CH3:41])([CH3:39])[CH2:34]1, predict the reactants needed to synthesize it. The reactants are: O1C2C=CC=CC=2OC[CH:2]1CN1CCCC(COC)(C)C1.[O:22]1[C:27]2[CH:28]=[CH:29][CH:30]=[CH:31][C:26]=2[O:25][CH2:24][CH:23]1[CH2:32][N:33]1[CH2:38][CH2:37][CH2:36][C:35]([C:40]([OH:43])([CH3:42])[CH3:41])([CH3:39])[CH2:34]1. (2) Given the product [CH:3]([C:2]1[CH:11]=[C:28]([CH:27]=[CH2:32])[CH:29]=[C:30]([CH:31]=[CH2:26])[N:1]=1)=[CH2:4], predict the reactants needed to synthesize it. The reactants are: [N:1]1C(C=O)=C[C:4](C=O)=[CH:3][C:2]=1[CH:11]=O.[C:26]1(P([C:26]2[CH:31]=[CH:30][CH:29]=[CH:28][CH:27]=2)[C:26]2[CH:31]=[CH:30][CH:29]=[CH:28][CH:27]=2)[CH:31]=[CH:30][CH:29]=[CH:28][CH:27]=1.[CH2:32]([Li])CCC. (3) Given the product [C:18]([C:22]1[CH:26]=[C:25]([CH2:27][NH:28][C:51](=[O:50])[CH:11]([C:12]2[CH:7]=[CH:6][CH:5]=[CH:4][N:8]=2)[CH3:10])[N:24]([C:29]2[CH:34]=[CH:33][CH:32]=[C:31]([Cl:35])[CH:30]=2)[N:23]=1)([CH3:21])([CH3:19])[CH3:20], predict the reactants needed to synthesize it. The reactants are: ClC1C=[C:4]([N:8]2[C:12](N)=[CH:11][C:10](C(F)(F)F)=N2)[CH:5]=[CH:6][CH:7]=1.[C:18]([C:22]1[CH:26]=[C:25]([CH2:27][NH2:28])[N:24]([C:29]2[CH:34]=[CH:33][CH:32]=[C:31]([Cl:35])[CH:30]=2)[N:23]=1)([CH3:21])([CH3:20])[CH3:19].F[B-](F)(F)F.N1([O:50][C:51](N(C)C)=[N+](C)C)C2C=CC=CC=2N=N1.C(N(C(C)C)C(C)C)C. (4) Given the product [CH3:20][O:19][C:18](=[O:21])[NH:17][CH2:16][CH2:15][CH2:14][C:6]1[CH:5]=[C:4]([C:1](=[O:3])[CH3:2])[CH:9]=[C:8]([C:10]([F:11])([F:13])[F:12])[N:7]=1, predict the reactants needed to synthesize it. The reactants are: [C:1]([C:4]1[CH:9]=[C:8]([C:10]([F:13])([F:12])[F:11])[N:7]=[C:6](/[CH:14]=[CH:15]/[CH2:16][NH:17][C:18](=[O:21])[O:19][CH3:20])[CH:5]=1)(=[O:3])[CH3:2].